From a dataset of NCI-60 drug combinations with 297,098 pairs across 59 cell lines. Regression. Given two drug SMILES strings and cell line genomic features, predict the synergy score measuring deviation from expected non-interaction effect. (1) Drug 1: C1=C(C(=O)NC(=O)N1)N(CCCl)CCCl. Drug 2: C#CCC(CC1=CN=C2C(=N1)C(=NC(=N2)N)N)C3=CC=C(C=C3)C(=O)NC(CCC(=O)O)C(=O)O. Cell line: UACC-257. Synergy scores: CSS=-3.10, Synergy_ZIP=-3.54, Synergy_Bliss=-7.53, Synergy_Loewe=-9.08, Synergy_HSA=-8.61. (2) Drug 1: CC1=C2C(C(=O)C3(C(CC4C(C3C(C(C2(C)C)(CC1OC(=O)C(C(C5=CC=CC=C5)NC(=O)OC(C)(C)C)O)O)OC(=O)C6=CC=CC=C6)(CO4)OC(=O)C)O)C)O. Drug 2: C(CCl)NC(=O)N(CCCl)N=O. Cell line: COLO 205. Synergy scores: CSS=16.4, Synergy_ZIP=-2.64, Synergy_Bliss=-2.29, Synergy_Loewe=13.8, Synergy_HSA=-1.50. (3) Drug 1: CC1OCC2C(O1)C(C(C(O2)OC3C4COC(=O)C4C(C5=CC6=C(C=C35)OCO6)C7=CC(=C(C(=C7)OC)O)OC)O)O. Drug 2: C1C(C(OC1N2C=NC3=C2NC=NCC3O)CO)O. Cell line: HCT-15. Synergy scores: CSS=46.1, Synergy_ZIP=-0.604, Synergy_Bliss=0.170, Synergy_Loewe=-31.1, Synergy_HSA=0.457. (4) Drug 1: CC1=C(C=C(C=C1)C(=O)NC2=CC(=CC(=C2)C(F)(F)F)N3C=C(N=C3)C)NC4=NC=CC(=N4)C5=CN=CC=C5. Drug 2: C(CC(=O)O)C(=O)CN.Cl. Cell line: OVCAR-5. Synergy scores: CSS=20.5, Synergy_ZIP=-4.53, Synergy_Bliss=2.82, Synergy_Loewe=-3.84, Synergy_HSA=-4.34. (5) Drug 1: CC1=C(C(=CC=C1)Cl)NC(=O)C2=CN=C(S2)NC3=CC(=NC(=N3)C)N4CCN(CC4)CCO. Drug 2: CC(C)NC(=O)C1=CC=C(C=C1)CNNC.Cl. Cell line: MOLT-4. Synergy scores: CSS=5.22, Synergy_ZIP=-3.49, Synergy_Bliss=-1.88, Synergy_Loewe=2.18, Synergy_HSA=-1.93. (6) Cell line: HCT-15. Drug 1: CC1=C(C(CCC1)(C)C)C=CC(=CC=CC(=CC(=O)O)C)C. Synergy scores: CSS=38.9, Synergy_ZIP=2.03, Synergy_Bliss=1.93, Synergy_Loewe=-23.1, Synergy_HSA=2.43. Drug 2: CC1C(C(CC(O1)OC2CC(CC3=C2C(=C4C(=C3O)C(=O)C5=CC=CC=C5C4=O)O)(C(=O)C)O)N)O.